This data is from Forward reaction prediction with 1.9M reactions from USPTO patents (1976-2016). The task is: Predict the product of the given reaction. (1) Given the reactants [CH3:1][O:2][C:3]([CH:5]=P(C1C=CC=CC=1)(C1C=CC=CC=1)C1C=CC=CC=1)=[O:4].[CH3:25][O:26][C:27]1[CH:47]=[CH:46][C:30]([CH2:31][NH:32][C:33]2[C:42](C=O)=[CH:41][C:40]3[C:35](=[CH:36][CH:37]=[C:38]([Br:45])[CH:39]=3)[N:34]=2)=[CH:29][CH:28]=1.[CH2:48]1COCC1, predict the reaction product. The product is: [CH3:25][O:26][C:27]1[CH:28]=[CH:29][C:30]([CH2:31][NH:32][C:33]2[C:42](/[CH:48]=[CH:5]/[C:3]([O:2][CH3:1])=[O:4])=[CH:41][C:40]3[C:35](=[CH:36][CH:37]=[C:38]([Br:45])[CH:39]=3)[N:34]=2)=[CH:46][CH:47]=1. (2) Given the reactants [Br:1][C:2]1[CH:3]=[C:4](Br)[C:5]2[N:6]([C:8]([CH3:12])=[C:9]([CH3:11])[N:10]=2)[CH:7]=1.[NH:14]1[CH:18]=[N:17][CH:16]=[N:15]1.C(=O)([O-])[O-].[Cs+].[Cs+].CN[C@@H]1CCCC[C@H]1NC, predict the reaction product. The product is: [Br:1][C:2]1[CH:3]=[C:4]([N:14]2[CH:18]=[N:17][CH:16]=[N:15]2)[C:5]2[N:6]([C:8]([CH3:12])=[C:9]([CH3:11])[N:10]=2)[CH:7]=1. (3) Given the reactants [Br:1][C:2]1[CH:3]=[C:4]([CH:7]=[C:8]([Br:16])[C:9]=1[S:10](=[O:15])(=[O:14])[N:11]([CH3:13])[CH3:12])[CH:5]=[O:6].[BH4-].[Na+], predict the reaction product. The product is: [Br:16][C:8]1[CH:7]=[C:4]([CH:3]=[C:2]([Br:1])[C:9]=1[S:10](=[O:15])(=[O:14])[N:11]([CH3:12])[CH3:13])[CH2:5][OH:6]. (4) Given the reactants [CH3:1][O:2][CH:3]1[C@@H:7]2[O:8]C(C)(C)[O:10][C@@H:6]2[C@@H:5]([CH2:13][N:14]2[C:23]3[CH:22]=[CH:21][CH:20]=[C:19]4[C:24]([CH3:28])([CH3:27])[CH2:25][CH2:26][N:17]([C:18]=34)[C:16](=[O:29])[C:15]2=[O:30])[O:4]1, predict the reaction product. The product is: [OH:10][C@H:6]1[C@@H:7]([OH:8])[CH:3]([O:2][CH3:1])[O:4][C@@H:5]1[CH2:13][N:14]1[C:23]2[CH:22]=[CH:21][CH:20]=[C:19]3[C:24]([CH3:27])([CH3:28])[CH2:25][CH2:26][N:17]([C:18]=23)[C:16](=[O:29])[C:15]1=[O:30]. (5) Given the reactants [F:1][C:2]1[CH:3]=[CH:4][C:5]([CH3:19])=[C:6]([C:8]2[CH:17]=[C:16]3[C:11]([CH:12]=[C:13]([NH2:18])[N:14]=[CH:15]3)=[CH:10][CH:9]=2)[CH:7]=1.Br[C:21]1[CH:26]=[CH:25][CH:24]=[C:23]([O:27][CH3:28])[N:22]=1.O1CCOCC1.C1(P(C2C=CC=CC=2)C2C3OC4C(=CC=CC=4P(C4C=CC=CC=4)C4C=CC=CC=4)C(C)(C)C=3C=CC=2)C=CC=CC=1.C(=O)([O-])[O-].[Cs+].[Cs+], predict the reaction product. The product is: [F:1][C:2]1[CH:3]=[CH:4][C:5]([CH3:19])=[C:6]([C:8]2[CH:17]=[C:16]3[C:11]([CH:12]=[C:13]([NH:18][C:21]4[CH:26]=[CH:25][CH:24]=[C:23]([O:27][CH3:28])[N:22]=4)[N:14]=[CH:15]3)=[CH:10][CH:9]=2)[CH:7]=1. (6) Given the reactants [NH:1]1[C:9]2[C:4](=[CH:5][CH:6]=[CH:7][CH:8]=2)[C:3]([S:10][CH2:11][C:12]([OH:14])=O)=[CH:2]1.[NH2:15][C:16]1[CH:20]=[C:19]([CH3:21])[O:18][N:17]=1.C1CN(C(Cl)=[N+]2CCCC2)CC1.F[P-](F)(F)(F)(F)F.CCN(C(C)C)C(C)C.ClC(Cl)C, predict the reaction product. The product is: [NH:1]1[C:9]2[C:4](=[CH:5][CH:6]=[CH:7][CH:8]=2)[C:3]([S:10][CH2:11][C:12]([NH:15][C:16]2[CH:20]=[C:19]([CH3:21])[O:18][N:17]=2)=[O:14])=[CH:2]1.